This data is from Experimentally validated miRNA-target interactions with 360,000+ pairs, plus equal number of negative samples. The task is: Binary Classification. Given a miRNA mature sequence and a target amino acid sequence, predict their likelihood of interaction. (1) The miRNA is hsa-miR-3714 with sequence GAAGGCAGCAGUGCUCCCCUGU. The protein sequence of the target gene is MDPNCSCASDGSCSCAGACKCKQCKCTSCKKSCCSCCPVGCAKCSQGCICKEASDKCSCCA. Result: 0 (no interaction). (2) The miRNA is hsa-miR-6852-5p with sequence CCCUGGGGUUCUGAGGACAUG. The protein sequence of the target gene is MATQVMGQSSGGGSLFNNSANMGMALTNDMYDLHELSKAELAAPQLIMLANVALTGEASGSCCDYLVGEERQMAELMPVGDNHFSESEGEGLEESADLKGLENMELGSLELSAVEPQPVFEASAAPEIYSANKDPAPETPVAEDKCRSSKAKPFRCKPCQYEAESEEQFVHHIRIHSAKKFFVEESAEKQAKAWESGSSPAEEGEFSKGPIRCDRCGYNTNRYDHYMAHLKHHLRAGENERIYKCIICTYTTVSEYHWRKHLRNHFPRKVYTCSKCNYFSDRKNNYVQHVRTHTGERPYK.... Result: 0 (no interaction). (3) The miRNA is hsa-miR-6778-5p with sequence AGUGGGAGGACAGGAGGCAGGU. The protein sequence of the target gene is MPYQYPALTPEQKKELSDIAHRIVAPGKGILAADESTGSIAKRLQSIGTENTEENRRFYRQLLLTADDRVNPCIGGVILFHETLYQKADDGRPFPQVIKSKGGVVGIKVDKGVVPLAGTNGETTTQGLDGLSERCAQYKKDGADFAKWRCVLKIGEHTPSALAIMENANVLARYASICQQNGIVPIVEPEILPDGDHDLKRCQYVTEKVLAAVYKALSDHHIYLEGTLLKPNMVTPGHACTQKFSHEEIAMATVTALRRTVPPAVTGITFLSGGQSEEEASINLNAINKCPLLKPWALTF.... Result: 1 (interaction). (4) The miRNA is hsa-miR-6747-3p with sequence UCCUGCCUUCCUCUGCACCAG. The protein sequence of the target gene is MDDEEETYRLWKIRKTIMQLCHDRGYLVTQDELDQTLEEFKAQSGDKPSEGRPRRTDLTVLVAHNDDPTDQMFVFFPEEPKVGIKTIKVYCQRMQEENITRALIVVQQGMTPSAKQSLVDMAPKYILEQFLQQELLINITEHELVPEHVVMTKEEVTELLARYKLRENQLPRIQAGDPVARYFGIKRGQVVKIIRPSETAGRYITYRLVQ. Result: 1 (interaction).